From a dataset of NCI-60 drug combinations with 297,098 pairs across 59 cell lines. Regression. Given two drug SMILES strings and cell line genomic features, predict the synergy score measuring deviation from expected non-interaction effect. (1) Drug 1: C1=CC=C(C(=C1)C(C2=CC=C(C=C2)Cl)C(Cl)Cl)Cl. Drug 2: CCCCCOC(=O)NC1=NC(=O)N(C=C1F)C2C(C(C(O2)C)O)O. Cell line: MDA-MB-231. Synergy scores: CSS=-2.83, Synergy_ZIP=4.32, Synergy_Bliss=6.74, Synergy_Loewe=-3.91, Synergy_HSA=-3.49. (2) Drug 1: CC12CCC(CC1=CCC3C2CCC4(C3CC=C4C5=CN=CC=C5)C)O. Drug 2: C1=CC=C(C=C1)NC(=O)CCCCCCC(=O)NO. Cell line: SF-539. Synergy scores: CSS=11.5, Synergy_ZIP=-6.71, Synergy_Bliss=-6.90, Synergy_Loewe=-18.3, Synergy_HSA=-4.73. (3) Drug 1: CC12CCC(CC1=CCC3C2CCC4(C3CC=C4C5=CN=CC=C5)C)O. Drug 2: C1CC(C1)(C(=O)O)C(=O)O.[NH2-].[NH2-].[Pt+2]. Cell line: SNB-75. Synergy scores: CSS=17.2, Synergy_ZIP=-2.23, Synergy_Bliss=4.18, Synergy_Loewe=3.22, Synergy_HSA=3.74. (4) Drug 1: CCCS(=O)(=O)NC1=C(C(=C(C=C1)F)C(=O)C2=CNC3=C2C=C(C=N3)C4=CC=C(C=C4)Cl)F. Drug 2: CCCS(=O)(=O)NC1=C(C(=C(C=C1)F)C(=O)C2=CNC3=C2C=C(C=N3)C4=CC=C(C=C4)Cl)F. Cell line: NCIH23. Synergy scores: CSS=-7.27, Synergy_ZIP=5.84, Synergy_Bliss=1.39, Synergy_Loewe=-3.91, Synergy_HSA=-5.67.